Dataset: Peptide-MHC class II binding affinity with 134,281 pairs from IEDB. Task: Regression. Given a peptide amino acid sequence and an MHC pseudo amino acid sequence, predict their binding affinity value. This is MHC class II binding data. (1) The peptide sequence is QEVEFIGYGKATLECKK. The MHC is HLA-DQA10201-DQB10301 with pseudo-sequence HLA-DQA10201-DQB10301. The binding affinity (normalized) is 0.689. (2) The MHC is DRB1_0301 with pseudo-sequence DRB1_0301. The peptide sequence is GSDEKNLALSIKYNK. The binding affinity (normalized) is 0.576.